Dataset: Forward reaction prediction with 1.9M reactions from USPTO patents (1976-2016). Task: Predict the product of the given reaction. (1) Given the reactants [CH2:1]([O:3][C:4]([C:6]1[CH:7]=[N:8][C:9]2[C:14]([C:15]=1[Cl:16])=[CH:13][CH:12]=C[C:10]=2[O:17][CH3:18])=[O:5])[CH3:2].S(Cl)(Cl)(=O)=O.[Cl-:24].[CH:25]([Cl:28])(Cl)Cl, predict the reaction product. The product is: [CH2:1]([O:3][C:4]([C:6]1[CH:7]=[N:8][C:9]2[C:14]([C:15]=1[Cl:16])=[C:13]([Cl:24])[CH:12]=[C:25]([Cl:28])[C:10]=2[O:17][CH3:18])=[O:5])[CH3:2]. (2) Given the reactants P(Cl)(Cl)(Cl)=O.[Cl:6][C:7]1[N:12]=[C:11]([N:13]([CH3:18])[CH:14]([CH3:17])[CH2:15][CH3:16])[CH:10]=[N:9][CH:8]=1.O.CN([CH:23]=[O:24])C, predict the reaction product. The product is: [Cl:6][C:7]1[C:8]([CH:23]=[O:24])=[N:9][CH:10]=[C:11]([N:13]([CH3:18])[CH:14]([CH3:17])[CH2:15][CH3:16])[N:12]=1.